Dataset: Peptide-MHC class I binding affinity with 185,985 pairs from IEDB/IMGT. Task: Regression. Given a peptide amino acid sequence and an MHC pseudo amino acid sequence, predict their binding affinity value. This is MHC class I binding data. The MHC is HLA-C06:02 with pseudo-sequence HLA-C06:02. The binding affinity (normalized) is 0.0847. The peptide sequence is RQSSGSSSSGF.